The task is: Predict the reactants needed to synthesize the given product.. This data is from Retrosynthesis with 50K atom-mapped reactions and 10 reaction types from USPTO. (1) Given the product O=[N+]([O-])c1c(N2CCCCC2)c[n+]([O-])c2ccccc12, predict the reactants needed to synthesize it. The reactants are: C1CCNCC1.O=[N+]([O-])c1c(Br)c[n+]([O-])c2ccccc12. (2) Given the product O=C(O)C(F)(F)F, predict the reactants needed to synthesize it. The reactants are: COc1cc2c(Nc3ccc(Cl)c(Cl)c3)ncnc2cc1O.ClCC1CN2CSC[C@H]2CO1. (3) Given the product CN(C)Cc1c(OCc2ccc(F)cc2)ccc2c(CCC3CCNCC3)noc12, predict the reactants needed to synthesize it. The reactants are: CN(C)Cc1c(OCc2ccc(F)cc2)ccc2c(CCC3CCN(C(=O)OC(C)(C)C)CC3)noc12. (4) Given the product O=C(Nc1ccc(Cl)cc1)N1CCNCC1c1ccccc1, predict the reactants needed to synthesize it. The reactants are: O=C=Nc1ccc(Cl)cc1.c1ccc(C2CNCCN2)cc1. (5) Given the product COc1ccc(C2=NN(C3CCN(C(=O)c4cccnc4OC)CC3)C(=O)C2(C)C)cc1OC, predict the reactants needed to synthesize it. The reactants are: COc1ccc(C2=NN(C3CCNCC3)C(=O)C2(C)C)cc1OC.COc1ncccc1C(=O)O.